From a dataset of Full USPTO retrosynthesis dataset with 1.9M reactions from patents (1976-2016). Predict the reactants needed to synthesize the given product. (1) Given the product [CH2:9]([C:5]1[S:6][C:7]([CH3:8])=[C:3]([CH2:2][P:11](=[O:18])([O:15][CH2:16][CH3:17])[O:12][CH2:13][CH3:14])[N:4]=1)[CH3:10], predict the reactants needed to synthesize it. The reactants are: Cl[CH2:2][C:3]1[N:4]=[C:5]([CH2:9][CH3:10])[S:6][C:7]=1[CH3:8].[P:11]([O:18]CC)([O:15][CH2:16][CH3:17])[O:12][CH2:13][CH3:14]. (2) Given the product [CH2:1]([O:4][N:5]1[C:11](=[O:12])[N:10]2[CH2:13][C@H:6]1[CH:7]=[CH:8][C@H:9]2[CH2:14][OH:15])[CH:2]=[CH2:3], predict the reactants needed to synthesize it. The reactants are: [CH2:1]([O:4][N:5]1[C:11](=[O:12])[N:10]2[CH2:13][C@H:6]1[CH:7]=[CH:8][C@H:9]2[CH2:14][O:15][Si](C(C)(C)C)(C)C)[CH:2]=[CH2:3].[F-].C([N+](CCCC)(CCCC)CCCC)CCC. (3) Given the product [NH2:43][C:42]([N:11]1[CH2:12][C@@H:8]([C:5]2[CH:6]=[CH:7][C:2]([Cl:1])=[CH:3][CH:4]=2)[C@H:9]([C:13]([N:15]2[CH2:24][C@@H:23]([N:25]([CH:32]3[CH2:37][CH2:36][C:35]([CH3:39])([CH3:38])[CH2:34][CH2:33]3)[C:26](=[O:31])[C:27]([CH3:30])([CH3:29])[CH3:28])[CH2:22][C@H:16]2[C:17]([N:19]([CH3:21])[CH3:20])=[O:18])=[O:14])[CH2:10]1)=[O:40], predict the reactants needed to synthesize it. The reactants are: [Cl:1][C:2]1[CH:7]=[CH:6][C:5]([C@@H:8]2[CH2:12][NH:11][CH2:10][C@H:9]2[C:13]([N:15]2[CH2:24][C@@H:23]([N:25]([CH:32]3[CH2:37][CH2:36][C:35]([CH3:39])([CH3:38])[CH2:34][CH2:33]3)[C:26](=[O:31])[C:27]([CH3:30])([CH3:29])[CH3:28])[CH2:22][C@H:16]2[C:17]([N:19]([CH3:21])[CH3:20])=[O:18])=[O:14])=[CH:4][CH:3]=1.[O:40]([C:42]#[N:43])[K].C(O)(=O)C.